From a dataset of Full USPTO retrosynthesis dataset with 1.9M reactions from patents (1976-2016). Predict the reactants needed to synthesize the given product. (1) The reactants are: [NH2:1][C@@H:2]1[CH2:6][CH2:5][N:4]([C:7]2[CH:12]=[CH:11][C:10]([NH:13][C:14]3[N:19]=[C:18]([C:20]4[N:24]([CH:25]([CH3:27])[CH3:26])[C:23]([CH3:28])=[N:22][CH:21]=4)[C:17]([F:29])=[CH:16][N:15]=3)=[CH:9][CH:8]=2)[CH2:3]1.[C:30](O)(=[O:34])[C@H:31]([CH3:33])[OH:32]. Given the product [F:29][C:17]1[C:18]([C:20]2[N:24]([CH:25]([CH3:26])[CH3:27])[C:23]([CH3:28])=[N:22][CH:21]=2)=[N:19][C:14]([NH:13][C:10]2[CH:9]=[CH:8][C:7]([N:4]3[CH2:5][CH2:6][C@@H:2]([NH:1][C:30](=[O:34])[C@@H:31]([OH:32])[CH3:33])[CH2:3]3)=[CH:12][CH:11]=2)=[N:15][CH:16]=1, predict the reactants needed to synthesize it. (2) Given the product [F:18][C:13]1[CH:12]=[C:11]([C:10]2[C:9](=[O:19])[N:8]3[C:20]([CH3:23])=[CH:21][S:22][C:7]3=[N:6][C:5]=2[CH:3]([NH:2][C:27]2[N:26]=[C:25]([F:24])[N:33]=[C:32]3[C:28]=2[N:29]=[CH:30][NH:31]3)[CH3:4])[CH:16]=[C:15]([F:17])[CH:14]=1, predict the reactants needed to synthesize it. The reactants are: Cl.[NH2:2][CH:3]([C:5]1[N:6]=[C:7]2[S:22][CH:21]=[C:20]([CH3:23])[N:8]2[C:9](=[O:19])[C:10]=1[C:11]1[CH:16]=[C:15]([F:17])[CH:14]=[C:13]([F:18])[CH:12]=1)[CH3:4].[F:24][C:25]1[N:33]=[C:32]2[C:28]([NH:29][CH:30]=[N:31]2)=[C:27](Cl)[N:26]=1.C(N(CC)C(C)C)(C)C. (3) Given the product [F:17][C:14]1[CH:15]=[CH:16][C:11]2[N:10]=[C:9]([CH3:18])[N:8]([C:6]3[N:5]=[C:4]([NH:19][C:20]4[CH:25]=[CH:24][C:23]([O:26][CH3:27])=[CH:22][CH:21]=4)[CH:3]=[C:2]([NH2:28])[N:7]=3)[C:12]=2[CH:13]=1, predict the reactants needed to synthesize it. The reactants are: Cl[C:2]1[N:7]=[C:6]([N:8]2[C:12]3[CH:13]=[C:14]([F:17])[CH:15]=[CH:16][C:11]=3[N:10]=[C:9]2[CH3:18])[N:5]=[C:4]([NH:19][C:20]2[CH:25]=[CH:24][C:23]([O:26][CH3:27])=[CH:22][CH:21]=2)[CH:3]=1.[NH4+:28].[OH-]. (4) Given the product [I:10][C:7]1[CH:8]=[CH:9][C:2]([N:11]2[CH:15]=[N:14][CH:13]=[N:12]2)=[C:3]([CH:6]=1)[C:4]#[N:5], predict the reactants needed to synthesize it. The reactants are: F[C:2]1[CH:9]=[CH:8][C:7]([I:10])=[CH:6][C:3]=1[C:4]#[N:5].[NH:11]1[CH:15]=[N:14][CH:13]=[N:12]1.C(=O)([O-])[O-].[Cs+].[Cs+]. (5) Given the product [F:1][C:2]1[CH:7]=[CH:6][C:5]([C:8]2[CH:9]=[C:10]([CH:11]=[O:12])[CH:13]=[CH:14][C:15]=2[O:16][CH2:28][C:29]([O:31][C:32]([CH3:35])([CH3:34])[CH3:33])=[O:30])=[CH:4][C:3]=1[S:17]([CH3:20])(=[O:18])=[O:19], predict the reactants needed to synthesize it. The reactants are: [F:1][C:2]1[CH:7]=[CH:6][C:5]([C:8]2[CH:9]=[C:10]([CH:13]=[CH:14][C:15]=2[OH:16])[CH:11]=[O:12])=[CH:4][C:3]=1[S:17]([CH3:20])(=[O:19])=[O:18].C([O-])([O-])=O.[Cs+].[Cs+].Br[CH2:28][C:29]([O:31][C:32]([CH3:35])([CH3:34])[CH3:33])=[O:30]. (6) Given the product [CH:13]1[C:14]2[C:9](=[CH:5][CH:4]=[C:3]([CH2:8][CH:7]=[O:21])[CH:2]=2)[CH:10]=[CH:11][N:12]=1, predict the reactants needed to synthesize it. The reactants are: F[C:2](F)(F)[C:3]1[CH:4]=[C:5]([C:9]2[CH2:10][CH2:11][NH:12][CH2:13][CH:14]=2)C=[CH:7][CH:8]=1.CO.C(O)(=[O:21])C. (7) Given the product [Cl:10][C:11]1[C:12]2[CH:23]=[C:18]([C:19]([O:21][CH3:22])=[O:20])[S:17][C:13]=2[N:14]=[CH:15][N:16]=1, predict the reactants needed to synthesize it. The reactants are: CCN(C(C)C)C(C)C.[Cl:10][C:11]1[N:16]=[CH:15][N:14]=[C:13]([S:17][CH2:18][C:19]([O:21][CH3:22])=[O:20])[C:12]=1[CH:23]=O. (8) Given the product [F:34][C:7]1[CH:6]=[N:5][C:4](/[C:1](=[N:36]/[OH:37])/[CH3:2])=[C:9]2[NH:10][CH:11]=[C:12]([C:13](=[O:33])[C:14]([N:16]3[CH2:21][CH2:20][N:19]([C:22]4[N:26]([C:27]5[CH:32]=[CH:31][CH:30]=[CH:29][CH:28]=5)[N:25]=[N:24][N:23]=4)[CH2:18][CH2:17]3)=[O:15])[C:8]=12, predict the reactants needed to synthesize it. The reactants are: [C:1]([C:4]1[N:5]=[CH:6][C:7]([F:34])=[C:8]2[C:12]([C:13](=[O:33])[C:14]([N:16]3[CH2:21][CH2:20][N:19]([C:22]4[N:26]([C:27]5[CH:32]=[CH:31][CH:30]=[CH:29][CH:28]=5)[N:25]=[N:24][N:23]=4)[CH2:18][CH2:17]3)=[O:15])=[CH:11][NH:10][C:9]=12)(=O)[CH3:2].Cl.[NH2:36][OH:37]. (9) Given the product [C:1]1([N:7]2[CH:11]=[C:10]([C:12]([NH:14][CH2:15][CH2:16][NH:17][C:18]([N:41]3[CH2:40][CH2:39][N:38]([C:31]([O:33][C:34]([CH3:37])([CH3:36])[CH3:35])=[O:32])[CH2:43][CH2:42]3)=[O:26])=[O:13])[C:9]([C:27]([F:30])([F:29])[F:28])=[N:8]2)[CH:2]=[CH:3][CH:4]=[CH:5][CH:6]=1, predict the reactants needed to synthesize it. The reactants are: [C:1]1([N:7]2[CH:11]=[C:10]([C:12]([NH:14][CH2:15][CH2:16][NH:17][C:18](=[O:26])OC3C=CC=CC=3)=[O:13])[C:9]([C:27]([F:30])([F:29])[F:28])=[N:8]2)[CH:6]=[CH:5][CH:4]=[CH:3][CH:2]=1.[C:31]([N:38]1[CH2:43][CH2:42][NH:41][CH2:40][CH2:39]1)([O:33][C:34]([CH3:37])([CH3:36])[CH3:35])=[O:32]. (10) Given the product [OH:43][C@H:42]([CH2:41][OH:40])[CH2:44][CH2:45][NH:46][C:25]([CH:17]1[CH:16]([C:28]2[CH:33]=[CH:32][CH:31]=[C:30]([Cl:34])[CH:29]=2)[C:15]([C:12]2[CH:13]=[CH:14][C:9]([Cl:8])=[CH:10][C:11]=2[F:37])([C:35]#[N:36])[CH:19]([CH2:20][C:21]([CH3:24])([CH3:23])[CH3:22])[NH:18]1)=[O:27], predict the reactants needed to synthesize it. The reactants are: FC(F)(F)C(O)=O.[Cl:8][C:9]1[CH:14]=[CH:13][C:12]([C:15]2([C:35]#[N:36])[CH:19]([CH2:20][C:21]([CH3:24])([CH3:23])[CH3:22])[NH:18][CH:17]([C:25]([OH:27])=O)[CH:16]2[C:28]2[CH:33]=[CH:32][CH:31]=[C:30]([Cl:34])[CH:29]=2)=[C:11]([F:37])[CH:10]=1.CC1(C)[O:43][C@@H:42]([CH2:44][CH2:45][NH2:46])[CH2:41][O:40]1.CN(C(ON1N=NC2C=CC=NC1=2)=[N+](C)C)C.F[P-](F)(F)(F)(F)F.CCN(C(C)C)C(C)C.Cl.